This data is from Forward reaction prediction with 1.9M reactions from USPTO patents (1976-2016). The task is: Predict the product of the given reaction. (1) Given the reactants [C:1]1([C:13]2[C:14](=[O:27])[NH:15][CH2:16][C:17]=2[C:18]2[C:26]3[C:21](=[CH:22][CH:23]=[CH:24][CH:25]=3)[NH:20][CH:19]=2)[C:11]2=[C:12]3[C:7](=[CH:8][CH:9]=[CH:10]2)[CH2:6][CH2:5][CH2:4][N:3]3[CH:2]=1.[Mg], predict the reaction product. The product is: [C:1]1([C@H:13]2[C@H:17]([C:18]3[C:26]4[C:21](=[CH:22][CH:23]=[CH:24][CH:25]=4)[NH:20][CH:19]=3)[CH2:16][NH:15][C:14]2=[O:27])[C:11]2=[C:12]3[C:7](=[CH:8][CH:9]=[CH:10]2)[CH2:6][CH2:5][CH2:4][N:3]3[CH:2]=1. (2) Given the reactants [NH2:1][CH:2]([C:4]1[N:5]=[C:6]2[S:20][CH:19]=[CH:18][N:7]2[C:8](=[O:17])[C:9]=1[C:10]1[CH:15]=[CH:14][CH:13]=[C:12]([F:16])[CH:11]=1)[CH3:3].[NH2:21][C:22]1[N:30]=[C:29]2[C:25]([NH:26][CH:27]=[N:28]2)=[C:24](Br)[N:23]=1.C(N(CC)C(C)C)(C)C, predict the reaction product. The product is: [NH2:21][C:22]1[N:30]=[C:29]2[C:25]([N:26]=[CH:27][NH:28]2)=[C:24]([NH:1][CH:2]([C:4]2[N:5]=[C:6]3[S:20][CH:19]=[CH:18][N:7]3[C:8](=[O:17])[C:9]=2[C:10]2[CH:15]=[CH:14][CH:13]=[C:12]([F:16])[CH:11]=2)[CH3:3])[N:23]=1. (3) The product is: [F:26][C:17]1[CH:16]=[C:15]([C@H:11]([NH:10][C:8]([C:6]2[CH:5]=[N:4][CH:3]=[C:2]([N:32]3[CH2:33][CH2:34][C@H:30]([O:29][CH3:28])[CH2:31]3)[N:7]=2)=[O:9])[CH2:12][O:13][CH3:14])[CH:20]=[CH:19][C:18]=1[O:21][C:22]([F:25])([F:24])[F:23]. Given the reactants Cl[C:2]1[N:7]=[C:6]([C:8]([NH:10][C@@H:11]([C:15]2[CH:20]=[CH:19][C:18]([O:21][C:22]([F:25])([F:24])[F:23])=[C:17]([F:26])[CH:16]=2)[CH2:12][O:13][CH3:14])=[O:9])[CH:5]=[N:4][CH:3]=1.Cl.[CH3:28][O:29][C@H:30]1[CH2:34][CH2:33][NH:32][CH2:31]1.C(=O)([O-])[O-].[K+].[K+].CN(C)C(=O)C, predict the reaction product. (4) Given the reactants [Br:1][C:2]1[CH:7]=[CH:6][C:5]([SH:8])=[C:4]([O:9][C:10]([F:13])([F:12])[F:11])[CH:3]=1.[CH3:14]I, predict the reaction product. The product is: [Br:1][C:2]1[CH:7]=[CH:6][C:5]([S:8][CH3:14])=[C:4]([O:9][C:10]([F:11])([F:13])[F:12])[CH:3]=1. (5) The product is: [F:34][C:2]([F:1])([F:33])[C:3]1[CH:4]=[C:5]([C@H:13]([O:15][C@H:16]2[O:24][CH2:23][C@@H:19]3[CH2:20][N:21]([C:43]([O:45][CH3:46])=[O:44])[CH2:22][C@H:18]3[C@@H:17]2[C:25]2[CH:30]=[CH:29][C:28]([F:31])=[CH:27][C:26]=2[CH3:32])[CH3:14])[CH:6]=[C:7]([C:9]([F:12])([F:10])[F:11])[CH:8]=1. Given the reactants [F:1][C:2]([F:34])([F:33])[C:3]1[CH:4]=[C:5]([C@H:13]([O:15][C@H:16]2[O:24][CH2:23][C@@H:19]3[CH2:20][NH:21][CH2:22][C@H:18]3[C@@H:17]2[C:25]2[CH:30]=[CH:29][C:28]([F:31])=[CH:27][C:26]=2[CH3:32])[CH3:14])[CH:6]=[C:7]([C:9]([F:12])([F:11])[F:10])[CH:8]=1.C(N(CC)CC)C.Cl[C:43]([O:45][CH3:46])=[O:44], predict the reaction product.